This data is from Peptide-MHC class II binding affinity with 134,281 pairs from IEDB. The task is: Regression. Given a peptide amino acid sequence and an MHC pseudo amino acid sequence, predict their binding affinity value. This is MHC class II binding data. The peptide sequence is GMKVKNTIAATSFAA. The MHC is HLA-DQA10102-DQB10602 with pseudo-sequence HLA-DQA10102-DQB10602. The binding affinity (normalized) is 0.352.